Dataset: Forward reaction prediction with 1.9M reactions from USPTO patents (1976-2016). Task: Predict the product of the given reaction. (1) Given the reactants [CH3:1][C:2]1[CH:10]=[C:9]([CH2:11][N:12]2[CH2:17][CH2:16][CH2:15][CH2:14][CH2:13]2)[CH:8]=[CH:7][C:3]=1[C:4]([OH:6])=O.F[P-](F)(F)(F)(F)F.N1(OC(N(C)C)=[N+](C)C)C2N=CC=CC=2N=N1.C(N(CC)CC)C.[NH2:49][CH2:50][C:51]1[C:52]([OH:59])=[N:53][C:54]([CH3:58])=[CH:55][C:56]=1[CH3:57], predict the reaction product. The product is: [OH:59][C:52]1[C:51]([CH2:50][NH:49][C:4](=[O:6])[C:3]2[CH:7]=[CH:8][C:9]([CH2:11][N:12]3[CH2:17][CH2:16][CH2:15][CH2:14][CH2:13]3)=[CH:10][C:2]=2[CH3:1])=[C:56]([CH3:57])[CH:55]=[C:54]([CH3:58])[N:53]=1. (2) Given the reactants [CH3:1][O:2][CH2:3][CH2:4]Br.Cl[C:7]1[N:12]=[C:11]([NH:13][C:14]2[CH:15]=[C:16]([CH2:21][OH:22])[CH:17]=[CH:18][C:19]=2[CH3:20])[CH:10]=[CH:9][N:8]=1.C(=O)([O-])[O-].[Cs+].[Cs+].[N:29]1([C:35]2[CH:36]=[C:37]([NH:47]C3N=C(N(C4C=CC=C(OC)C=4)C)C=CN=3)[CH:38]=[C:39]([N:41]3[CH2:46][CH2:45][O:44][CH2:43][CH2:42]3)[CH:40]=2)[CH2:34][CH2:33][O:32][CH2:31][CH2:30]1.Cl, predict the reaction product. The product is: [O:44]1[CH2:45][CH2:46][N:41]([C:39]2[CH:38]=[C:37]([NH:47][C:7]3[N:12]=[C:11]([N:13]([CH2:4][CH2:3][O:2][CH3:1])[C:14]4[CH:15]=[C:16]([CH2:21][OH:22])[CH:17]=[CH:18][C:19]=4[CH3:20])[CH:10]=[CH:9][N:8]=3)[CH:36]=[C:35]([N:29]3[CH2:30][CH2:31][O:32][CH2:33][CH2:34]3)[CH:40]=2)[CH2:42][CH2:43]1. (3) Given the reactants [NH2:1][C@H:2]1[CH2:7][CH2:6][C@H:5]([NH:8][C:9]([C:11]2[C:15]3[N:16]=[CH:17][N:18]=[C:19]([C:20]4[CH:25]=[CH:24][C:23]([F:26])=[CH:22][C:21]=4[O:27][CH2:28][CH:29]4[CH2:31][CH2:30]4)[C:14]=3[NH:13][CH:12]=2)=[O:10])[CH2:4][CH2:3]1.Cl[C:33]([O:35][CH2:36][CH3:37])=[O:34], predict the reaction product. The product is: [CH2:36]([O:35][C:33](=[O:34])[NH:1][C@H:2]1[CH2:7][CH2:6][C@H:5]([NH:8][C:9]([C:11]2[C:15]3[N:16]=[CH:17][N:18]=[C:19]([C:20]4[CH:25]=[CH:24][C:23]([F:26])=[CH:22][C:21]=4[O:27][CH2:28][CH:29]4[CH2:30][CH2:31]4)[C:14]=3[NH:13][CH:12]=2)=[O:10])[CH2:4][CH2:3]1)[CH3:37]. (4) Given the reactants [CH2:1]([O:8][C:9]1[CH:18]=[C:17]2[C:12]([C:13](=O)[NH:14][CH:15]=[N:16]2)=[CH:11][C:10]=1[O:20][CH3:21])[C:2]1[CH:7]=[CH:6][CH:5]=[CH:4][CH:3]=1.S(Cl)([Cl:24])=O, predict the reaction product. The product is: [ClH:24].[CH2:1]([O:8][C:9]1[CH:18]=[C:17]2[C:12]([C:13]([Cl:24])=[N:14][CH:15]=[N:16]2)=[CH:11][C:10]=1[O:20][CH3:21])[C:2]1[CH:7]=[CH:6][CH:5]=[CH:4][CH:3]=1. (5) Given the reactants C(OP([CH2:9][C:10]1[CH:15]=[CH:14][C:13]([N+:16]([O-])=O)=[CH:12][CH:11]=1)(=O)OCC)C.[CH3:19][O:20][C:21]1[CH:28]=[CH:27][C:24]([CH:25]=O)=[CH:23][CH:22]=1, predict the reaction product. The product is: [CH3:19][O:20][C:21]1[CH:28]=[CH:27][C:24]([CH:25]=[CH:9][C:10]2[CH:11]=[CH:12][C:13]([NH2:16])=[CH:14][CH:15]=2)=[CH:23][CH:22]=1. (6) The product is: [F:24][C:25]1[CH:30]=[CH:29][C:28]([C:2]2[N:7]=[CH:6][N:5]=[C:4]([NH:8][C:9]3[CH:14]=[CH:13][CH:12]=[C:11]([CH2:15][S:16]([CH:18]4[CH2:23][CH2:22][O:21][CH2:20][CH2:19]4)=[O:17])[CH:10]=3)[N:3]=2)=[C:27]([O:34][CH3:35])[CH:26]=1. Given the reactants Cl[C:2]1[N:7]=[CH:6][N:5]=[C:4]([NH:8][C:9]2[CH:14]=[CH:13][CH:12]=[C:11]([CH2:15][S:16]([CH:18]3[CH2:23][CH2:22][O:21][CH2:20][CH2:19]3)=[O:17])[CH:10]=2)[N:3]=1.[F:24][C:25]1[CH:30]=[CH:29][C:28](B(O)O)=[C:27]([O:34][CH3:35])[CH:26]=1, predict the reaction product.